From a dataset of Retrosynthesis with 50K atom-mapped reactions and 10 reaction types from USPTO. Predict the reactants needed to synthesize the given product. The reactants are: CC(C)(C)OC(=O)N1CCC(C#N)(c2ccc(Cl)cc2)CC1. Given the product CC(C)(C)OC(=O)N1CCC(CN)(c2ccc(Cl)cc2)CC1, predict the reactants needed to synthesize it.